This data is from Full USPTO retrosynthesis dataset with 1.9M reactions from patents (1976-2016). The task is: Predict the reactants needed to synthesize the given product. Given the product [ClH:1].[ClH:1].[C:18]([N:16]1[CH:17]=[C:13]([NH:12][C:10](=[O:11])[C:9]2[CH:22]=[CH:23][CH:24]=[C:7]([C@@H:5]3[CH2:6][C@H:4]3[NH:3][CH2:33][CH:30]3[CH2:32][CH2:31]3)[CH:8]=2)[CH:14]=[N:15]1)([CH3:21])([CH3:19])[CH3:20], predict the reactants needed to synthesize it. The reactants are: [ClH:1].Cl.[NH2:3][C@@H:4]1[CH2:6][C@H:5]1[C:7]1[CH:8]=[C:9]([CH:22]=[CH:23][CH:24]=1)[C:10]([NH:12][C:13]1[CH:14]=[N:15][N:16]([C:18]([CH3:21])([CH3:20])[CH3:19])[CH:17]=1)=[O:11].C(=O)([O-])O.[Na+].[CH:30]1([CH:33]=O)[CH2:32][CH2:31]1.[BH4-].[Na+].